This data is from CYP2D6 inhibition data for predicting drug metabolism from PubChem BioAssay. The task is: Regression/Classification. Given a drug SMILES string, predict its absorption, distribution, metabolism, or excretion properties. Task type varies by dataset: regression for continuous measurements (e.g., permeability, clearance, half-life) or binary classification for categorical outcomes (e.g., BBB penetration, CYP inhibition). Dataset: cyp2d6_veith. The compound is O=C(NNC(=O)C1CC(c2cccnc2)=NO1)Nc1cccc(F)c1. The result is 0 (non-inhibitor).